Task: Predict which catalyst facilitates the given reaction.. Dataset: Catalyst prediction with 721,799 reactions and 888 catalyst types from USPTO The catalyst class is: 1. Product: [NH2:1][C:2]1[C:3]([CH3:15])=[CH:4][C:5]([CH2:9][C@@H:10]([OH:14])[C:11]([O:13][CH3:16])=[O:12])=[CH:6][C:7]=1[CH3:8]. Reactant: [NH2:1][C:2]1[C:7]([CH3:8])=[CH:6][C:5]([CH2:9][C:10](=[O:14])[C:11]([OH:13])=[O:12])=[CH:4][C:3]=1[CH3:15].[CH2:16](N(CC)CC)C.